Dataset: Peptide-MHC class II binding affinity with 134,281 pairs from IEDB. Task: Regression. Given a peptide amino acid sequence and an MHC pseudo amino acid sequence, predict their binding affinity value. This is MHC class II binding data. The peptide sequence is HRDNIEDDLLNRNNT. The MHC is HLA-DQA10401-DQB10402 with pseudo-sequence HLA-DQA10401-DQB10402. The binding affinity (normalized) is 0.